This data is from Full USPTO retrosynthesis dataset with 1.9M reactions from patents (1976-2016). The task is: Predict the reactants needed to synthesize the given product. (1) Given the product [CH2:16]([N:4]1[CH2:5][CH:6]([CH3:8])[O:7][CH:2]([CH3:1])[CH2:3]1)[C:17]1[CH:22]=[CH:21][CH:20]=[CH:19][CH:18]=1, predict the reactants needed to synthesize it. The reactants are: [CH3:1][CH:2]1[O:7][CH:6]([CH3:8])[CH2:5][NH:4][CH2:3]1.C(N(CC)CC)C.[CH2:16](Br)[C:17]1[CH:22]=[CH:21][CH:20]=[CH:19][CH:18]=1.C(=O)([O-])O.[Na+]. (2) Given the product [CH2:30]([C:22]1[N:21]([C:10]2[N:11]=[C:12]([N:15]3[CH2:20][CH2:19][O:18][CH2:17][CH2:16]3)[C:13]3[N:14]=[C:6]([CH2:5][CH:3]4[CH2:2][N:1]([C:34](=[O:35])[C:33]([OH:32])([CH3:38])[CH3:37])[CH2:4]4)[S:7][C:8]=3[N:9]=2)[C:25]2[CH:26]=[CH:27][CH:28]=[CH:29][C:24]=2[N:23]=1)[CH3:31], predict the reactants needed to synthesize it. The reactants are: [NH:1]1[CH2:4][CH:3]([CH2:5][C:6]2[S:7][C:8]3[N:9]=[C:10]([N:21]4[C:25]5[CH:26]=[CH:27][CH:28]=[CH:29][C:24]=5[N:23]=[C:22]4[CH2:30][CH3:31])[N:11]=[C:12]([N:15]4[CH2:20][CH2:19][O:18][CH2:17][CH2:16]4)[C:13]=3[N:14]=2)[CH2:2]1.[OH:32][C:33]([CH3:38])([CH3:37])[C:34](O)=[O:35].CN(C(ON1N=NC2C=CC=NC1=2)=[N+](C)C)C.F[P-](F)(F)(F)(F)F.CCN(C(C)C)C(C)C. (3) Given the product [Si:22]([O:21][CH2:20][C:19]([CH3:30])([CH3:29])[CH2:18][C:15]1[CH:16]=[CH:17][C:12]([NH:11][C:9](=[O:10])[CH2:8][C:5]2[CH:6]=[CH:7][C:2]([C:43]3[CH:42]=[N:41][C:40]([O:54][CH2:55][C:56]4[CH:57]=[CH:58][C:59]([O:62][CH3:63])=[CH:60][CH:61]=4)=[C:39]([O:38][CH2:36][CH3:37])[CH:44]=3)=[C:3]([F:35])[CH:4]=2)=[CH:13][C:14]=1[C:31]([F:34])([F:33])[F:32])([C:25]([CH3:28])([CH3:27])[CH3:26])([CH3:24])[CH3:23], predict the reactants needed to synthesize it. The reactants are: Br[C:2]1[CH:7]=[CH:6][C:5]([CH2:8][C:9]([NH:11][C:12]2[CH:17]=[CH:16][C:15]([CH2:18][C:19]([CH3:30])([CH3:29])[CH2:20][O:21][Si:22]([C:25]([CH3:28])([CH3:27])[CH3:26])([CH3:24])[CH3:23])=[C:14]([C:31]([F:34])([F:33])[F:32])[CH:13]=2)=[O:10])=[CH:4][C:3]=1[F:35].[CH2:36]([O:38][C:39]1[C:40]([O:54][CH2:55][C:56]2[CH:61]=[CH:60][C:59]([O:62][CH3:63])=[CH:58][CH:57]=2)=[N:41][CH:42]=[C:43](B2OC(C)(C)C(C)(C)O2)[CH:44]=1)[CH3:37].C([O-])([O-])=O.[Cs+].[Cs+]. (4) Given the product [F:1][C:2]([F:11])([F:12])[C:3]1[CH:8]=[CH:7][C:6]2[NH:9][C:13]([CH2:14][CH2:15][CH2:16][CH2:17][OH:18])=[N:10][C:5]=2[CH:4]=1, predict the reactants needed to synthesize it. The reactants are: [F:1][C:2]([F:12])([F:11])[C:3]1[CH:8]=[CH:7][C:6]([NH2:9])=[C:5]([NH2:10])[CH:4]=1.[C:13]1(=O)[O:18][CH2:17][CH2:16][CH2:15][CH2:14]1. (5) Given the product [I:11][C:12]1[CH:13]=[N:14][N:15]([C:2]([O:4][C:5]2[CH:10]=[CH:9][CH:8]=[CH:7][CH:6]=2)=[O:3])[CH:16]=1, predict the reactants needed to synthesize it. The reactants are: Cl[C:2]([O:4][C:5]1[CH:10]=[CH:9][CH:8]=[CH:7][CH:6]=1)=[O:3].[I:11][C:12]1[CH:13]=[N:14][NH:15][CH:16]=1.O. (6) Given the product [CH2:25]([O:13][C:5]1[CH:6]=[CH:7][C:8]([N+:10]([O-:12])=[O:11])=[CH:9][C:4]=1[CH2:3][O:2][CH3:1])[C:26]1[CH:31]=[CH:30][CH:29]=[CH:28][CH:27]=1, predict the reactants needed to synthesize it. The reactants are: [CH3:1][O:2][CH2:3][C:4]1[CH:9]=[C:8]([N+:10]([O-:12])=[O:11])[CH:7]=[CH:6][C:5]=1[OH:13].C(=O)([O-])[O-].[K+].[K+].CN(C)C=O.[CH2:25](Cl)[C:26]1[CH:31]=[CH:30][CH:29]=[CH:28][CH:27]=1.